Dataset: Reaction yield outcomes from USPTO patents with 853,638 reactions. Task: Predict the reaction yield, written as a fraction of the theoretical maximum amount of product (1.0 means a 100% yield; for example, 0.34 means a 34% yield). (1) The reactants are Br[C:2]1[CH:3]=[C:4]([N:24]([CH2:31][CH3:32])[CH:25]2[CH2:30][CH2:29][O:28][CH2:27][CH2:26]2)[C:5]([CH3:23])=[C:6]([CH:22]=1)[C:7]([NH:9][CH2:10][C:11]1[C:12](=[O:21])[NH:13][C:14]([CH3:20])=[CH:15][C:16]=1[CH:17]([CH3:19])[CH3:18])=[O:8].CC1(C)C(C)(C)OB([C:41]2[CH:42]=[CH:43][C:44]([N:47]3[CH2:52][CH2:51][CH:50]([NH:53][C:54](=[O:60])[O:55][C:56]([CH3:59])([CH3:58])[CH3:57])[CH2:49][CH2:48]3)=[N:45][CH:46]=2)O1.C([O-])([O-])=O.[Na+].[Na+]. The catalyst is O1CCOCC1.C1C=CC([P]([Pd]([P](C2C=CC=CC=2)(C2C=CC=CC=2)C2C=CC=CC=2)([P](C2C=CC=CC=2)(C2C=CC=CC=2)C2C=CC=CC=2)[P](C2C=CC=CC=2)(C2C=CC=CC=2)C2C=CC=CC=2)(C2C=CC=CC=2)C2C=CC=CC=2)=CC=1. The product is [CH2:31]([N:24]([CH:25]1[CH2:30][CH2:29][O:28][CH2:27][CH2:26]1)[C:4]1[CH:3]=[C:2]([C:41]2[CH:42]=[CH:43][C:44]([N:47]3[CH2:52][CH2:51][CH:50]([NH:53][C:54](=[O:60])[O:55][C:56]([CH3:58])([CH3:57])[CH3:59])[CH2:49][CH2:48]3)=[N:45][CH:46]=2)[CH:22]=[C:6]([C:7](=[O:8])[NH:9][CH2:10][C:11]2[C:12](=[O:21])[NH:13][C:14]([CH3:20])=[CH:15][C:16]=2[CH:17]([CH3:19])[CH3:18])[C:5]=1[CH3:23])[CH3:32]. The yield is 0.630. (2) The reactants are [OH:1][C@H:2]([C@@H:18]([NH:26][C:27](=[O:47])[C@@H:28]([N:33]1[CH2:37][CH2:36][N:35]([CH2:38][C:39]2[CH:44]=[CH:43][CH:42]=[C:41]([CH3:45])[N:40]=2)[C:34]1=[O:46])[C@@H:29]([CH3:32])[CH2:30][CH3:31])[CH2:19][C:20]1[CH:25]=[CH:24][CH:23]=[CH:22][CH:21]=1)[CH2:3][NH:4][NH:5][C:6]([C@@H:8]([NH:13][C:14](=[O:17])[O:15][CH3:16])[C@@H:9]([CH3:12])[CH2:10][CH3:11])=[O:7].[CH:48](=O)[C:49]1[CH:54]=[CH:53][C:52]([O:55][CH3:56])=[CH:51][CH:50]=1.C(O)(=O)C.C(O[BH-](OC(=O)C)OC(=O)C)(=O)C.[Na+]. The catalyst is ClCCCl. The product is [OH:1][C@H:2]([C@@H:18]([NH:26][C:27](=[O:47])[C@@H:28]([N:33]1[CH2:37][CH2:36][N:35]([CH2:38][C:39]2[CH:44]=[CH:43][CH:42]=[C:41]([CH3:45])[N:40]=2)[C:34]1=[O:46])[C@@H:29]([CH3:32])[CH2:30][CH3:31])[CH2:19][C:20]1[CH:25]=[CH:24][CH:23]=[CH:22][CH:21]=1)[CH2:3][N:4]([CH2:48][C:49]1[CH:54]=[CH:53][C:52]([O:55][CH3:56])=[CH:51][CH:50]=1)[NH:5][C:6]([C@@H:8]([NH:13][C:14](=[O:17])[O:15][CH3:16])[C@@H:9]([CH3:12])[CH2:10][CH3:11])=[O:7]. The yield is 0.900. (3) The reactants are Br[C:2]1[CH:7]=[CH:6][CH:5]=[C:4]([F:8])[CH:3]=1.CON(C)[C:12]([C@@H:14]1[CH2:19][CH2:18][CH2:17][N:16]([C:20]([O:22][C:23]([CH3:26])([CH3:25])[CH3:24])=[O:21])[CH2:15]1)=[O:13]. The catalyst is C1COCC1. The product is [F:8][C:4]1[CH:3]=[C:2]([CH:7]=[CH:6][CH:5]=1)[C:12]([C@@H:14]1[CH2:19][CH2:18][CH2:17][N:16]([C:20]([O:22][C:23]([CH3:26])([CH3:25])[CH3:24])=[O:21])[CH2:15]1)=[O:13]. The yield is 1.00.